Predict the reactants needed to synthesize the given product. From a dataset of Full USPTO retrosynthesis dataset with 1.9M reactions from patents (1976-2016). Given the product [S:10]1[CH:11]=[CH:12][C:13]2[CH:4]([CH2:1][CH:23]([OH:22])[CH2:24][OH:28])[C:5]3[CH:17]=[CH:16][CH:15]=[CH:14][C:6]=3[CH2:7][CH2:8][C:9]1=2, predict the reactants needed to synthesize it. The reactants are: [CH2:1]([CH:4]1[C:13]2[CH:12]=[CH:11][S:10][C:9]=2[CH2:8][CH2:7][C:6]2[CH:14]=[CH:15][CH:16]=[CH:17][C:5]1=2)C=C.C[N+]1([O-])[CH2:24][CH2:23][O:22]CC1.O.S(=O)(O)[O-:28].[Na+].